From a dataset of Full USPTO retrosynthesis dataset with 1.9M reactions from patents (1976-2016). Predict the reactants needed to synthesize the given product. (1) Given the product [CH3:8][N:10]([C:13]1[CH:7]=[CH:6][N:3]=[CH:4][CH:5]=1)[CH3:11].[CH3:2][N:3]([CH3:6])[C:4]1[CH:12]=[CH:11][N:10]=[CH:13][CH:14]=1, predict the reactants needed to synthesize it. The reactants are: C[CH2:2][N:3]([CH2:6][CH3:7])[CH2:4][CH3:5].[CH2:8]([N:10]([CH2:13][CH3:14])[CH2:11][CH3:12])C. (2) The reactants are: [Cl:1][C:2]1[CH:3]=[C:4]([CH:19]=[CH:20][C:21]=1[Cl:22])[CH2:5][C@H:6]1[CH2:10][O:9][S:8](=[O:11])[N:7]1[C:12]([O:14][C:15]([CH3:18])([CH3:17])[CH3:16])=[O:13].I([O-])(=O)(=O)=[O:24].[Na+]. Given the product [Cl:1][C:2]1[CH:3]=[C:4]([CH:19]=[CH:20][C:21]=1[Cl:22])[CH2:5][C@H:6]1[CH2:10][O:9][S:8](=[O:24])(=[O:11])[N:7]1[C:12]([O:14][C:15]([CH3:17])([CH3:18])[CH3:16])=[O:13], predict the reactants needed to synthesize it. (3) Given the product [Cl:1][C:2]1[C:3]2[S:10][C:9]([I:16])=[CH:8][C:4]=2[N:5]=[CH:6][N:7]=1, predict the reactants needed to synthesize it. The reactants are: [Cl:1][C:2]1[C:3]2[S:10][CH:9]=[CH:8][C:4]=2[N:5]=[CH:6][N:7]=1.[Li]CCCC.[I:16]I. (4) Given the product [CH3:26][S:27]([O:23][CH2:22][CH:12]1[N:11]2[C:15](=[CH:16][C:17](=[O:21])[C:18]([O:19][CH3:20])=[C:10]2[C:8](=[O:9])[NH:7][CH2:6][C:5]2[CH:24]=[CH:25][C:2]([F:1])=[CH:3][CH:4]=2)[CH2:14][CH2:13]1)(=[O:29])=[O:28], predict the reactants needed to synthesize it. The reactants are: [F:1][C:2]1[CH:25]=[CH:24][C:5]([CH2:6][NH:7][C:8]([C:10]2[N:11]3[C:15](=[CH:16][C:17](=[O:21])[C:18]=2[O:19][CH3:20])[CH2:14][CH2:13][CH:12]3[CH2:22][OH:23])=[O:9])=[CH:4][CH:3]=1.[CH3:26][S:27](Cl)(=[O:29])=[O:28].O. (5) The reactants are: Br[C:2]1[S:6][C:5]([CH2:7][N:8]([CH3:16])[C:9](=[O:15])[O:10][C:11]([CH3:14])([CH3:13])[CH3:12])=[N:4][C:3]=1[C:17]1[C:18]([F:23])=[N:19][CH:20]=[CH:21][CH:22]=1.[CH3:24][O:25][C:26]1[CH:27]=[C:28]([SH:34])[CH:29]=[CH:30][C:31]=1[O:32][CH3:33].C(N(C(C)C)C(C)C)C.O. Given the product [CH3:24][O:25][C:26]1[CH:27]=[C:28]([S:34][C:2]2[S:6][C:5]([CH2:7][N:8]([CH3:16])[C:9](=[O:15])[O:10][C:11]([CH3:14])([CH3:13])[CH3:12])=[N:4][C:3]=2[C:17]2[C:18]([F:23])=[N:19][CH:20]=[CH:21][CH:22]=2)[CH:29]=[CH:30][C:31]=1[O:32][CH3:33], predict the reactants needed to synthesize it. (6) Given the product [C:13]1([CH:19]([C:23]2[CH:24]=[CH:25][CH:26]=[CH:27][CH:28]=2)[CH2:20][CH2:21][N:9]2[CH2:10][CH2:11][C:6]3([C:2](=[O:12])[NH:3][CH2:4][CH2:5]3)[CH2:7][CH2:8]2)[CH:18]=[CH:17][CH:16]=[CH:15][CH:14]=1, predict the reactants needed to synthesize it. The reactants are: Cl.[C:2]1(=[O:12])[C:6]2([CH2:11][CH2:10][NH:9][CH2:8][CH2:7]2)[CH2:5][CH2:4][NH:3]1.[C:13]1([CH:19]([C:23]2[CH:28]=[CH:27][CH:26]=[CH:25][CH:24]=2)[CH2:20][CH2:21]Br)[CH:18]=[CH:17][CH:16]=[CH:15][CH:14]=1.C(=O)([O-])[O-].[K+].[K+].CN(C=O)C. (7) Given the product [CH3:23][N:22]1[C:15]2[N:16]([C:17](=[O:19])[N:18]=[C:13]([O:11][CH2:10][C:7]3[CH:8]=[CH:9][C:2]([F:1])=[C:3]([CH:6]=3)[C:4]#[N:5])[CH:14]=2)[CH2:20][C@@H:21]1[CH3:24], predict the reactants needed to synthesize it. The reactants are: [F:1][C:2]1[CH:9]=[CH:8][C:7]([CH2:10][OH:11])=[CH:6][C:3]=1[C:4]#[N:5].Cl[C:13]1[CH:14]=[C:15]2[N:22]([CH3:23])[C@@H:21]([CH3:24])[CH2:20][N:16]2[C:17](=[O:19])[N:18]=1.